From a dataset of Full USPTO retrosynthesis dataset with 1.9M reactions from patents (1976-2016). Predict the reactants needed to synthesize the given product. Given the product [C:48]([O:47][CH:15]([C:12]1[S:13][CH:14]=[C:10]([C:8](=[O:9])[NH:7][CH2:6][CH2:5][CH2:4][C:1]([OH:3])=[O:2])[N:11]=1)[CH2:16][CH:17]([N:21]([CH2:39][O:40][C:41](=[O:46])[CH2:42][CH:43]([CH3:45])[CH3:44])[C:22](=[O:38])[CH:23]([NH:28][C:29]([CH:31]1[CH2:36][CH2:35][CH2:34][CH2:33][N:32]1[CH3:37])=[O:30])[CH:24]([CH3:27])[CH2:25][CH3:26])[CH:18]([CH3:20])[CH3:19])(=[O:50])[CH3:49], predict the reactants needed to synthesize it. The reactants are: [C:1]([CH2:4][CH2:5][CH2:6][NH:7][C:8]([C:10]1[N:11]=[C:12]([CH:15]([OH:47])[CH2:16][CH:17]([N:21]([CH2:39][O:40][C:41](=[O:46])[CH2:42][CH:43]([CH3:45])[CH3:44])[C:22](=[O:38])[CH:23]([NH:28][C:29]([CH:31]2[CH2:36][CH2:35][CH2:34][CH2:33][N:32]2[CH3:37])=[O:30])[CH:24]([CH3:27])[CH2:25][CH3:26])[CH:18]([CH3:20])[CH3:19])[S:13][CH:14]=1)=[O:9])([OH:3])=[O:2].[C:48](OC(=O)C)(=[O:50])[CH3:49].O1CCOCC1.O.